This data is from Forward reaction prediction with 1.9M reactions from USPTO patents (1976-2016). The task is: Predict the product of the given reaction. Given the reactants [F:1][C:2]([F:26])([F:25])[C:3]1[N:8]2[N:9]=[CH:10][C:11]([C:12](O)=[O:13])=[C:7]2[N:6]=[C:5]([C:15]2[CH:20]=[CH:19][C:18]([C:21]([F:24])([F:23])[F:22])=[CH:17][CH:16]=2)[CH:4]=1.[Cl:27][C:28]1[S:29][C:30]([S:34]([N:37]2[CH2:42][CH2:41][N:40]([CH3:43])[CH2:39][CH2:38]2)(=[O:36])=[O:35])=[CH:31][C:32]=1[NH2:33], predict the reaction product. The product is: [Cl:27][C:28]1[S:29][C:30]([S:34]([N:37]2[CH2:42][CH2:41][N:40]([CH3:43])[CH2:39][CH2:38]2)(=[O:35])=[O:36])=[CH:31][C:32]=1[NH:33][C:12]([C:11]1[CH:10]=[N:9][N:8]2[C:3]([C:2]([F:26])([F:25])[F:1])=[CH:4][C:5]([C:15]3[CH:20]=[CH:19][C:18]([C:21]([F:23])([F:22])[F:24])=[CH:17][CH:16]=3)=[N:6][C:7]=12)=[O:13].